From a dataset of Full USPTO retrosynthesis dataset with 1.9M reactions from patents (1976-2016). Predict the reactants needed to synthesize the given product. (1) Given the product [C:1]([CH2:3][C@H:4]1[CH2:15][CH2:14][C:13]2[S:12][C:11]3[N:10]=[CH:9][N:8]=[C:7]([O:16][CH:17]4[CH2:18][CH2:19][C:20]([N:24]([CH3:32])[C:25](=[O:31])[O:26][C:27]([CH3:28])([CH3:30])[CH3:29])([CH3:23])[CH2:21][CH2:22]4)[C:6]=3[C:5]1=2)(=[O:33])[NH2:2], predict the reactants needed to synthesize it. The reactants are: [C:1]([CH2:3][C@H:4]1[CH2:15][CH2:14][C:13]2[S:12][C:11]3[N:10]=[CH:9][N:8]=[C:7]([O:16][CH:17]4[CH2:22][CH2:21][C:20]([N:24]([CH3:32])[C:25](=[O:31])[O:26][C:27]([CH3:30])([CH3:29])[CH3:28])([CH3:23])[CH2:19][CH2:18]4)[C:6]=3[C:5]1=2)#[N:2].[OH:33][Li].O.OO. (2) Given the product [F:1][C:2]1[CH:3]=[C:4]([CH:36]=[CH:37][C:38]=1[O:39][CH2:41][CH2:42][N:44]1[CH2:49][CH2:48][O:47][CH2:46][CH2:45]1)[CH2:5][N:7]([CH:33]([CH3:35])[CH3:34])[C:8]1[CH:13]=[C:12]([O:14][CH3:15])[CH:11]=[CH:10][C:9]=1[CH:16]1[CH2:25][CH2:24][C:23]2[CH:22]=[C:21]([OH:26])[CH:20]=[CH:19][C:18]=2[CH2:17]1, predict the reactants needed to synthesize it. The reactants are: [F:1][C:2]1[CH:3]=[C:4]([CH:36]=[CH:37][C:38]=1[OH:39])[C:5]([N:7]([CH:33]([CH3:35])[CH3:34])[C:8]1[CH:13]=[C:12]([O:14][CH3:15])[CH:11]=[CH:10][C:9]=1[CH:16]1[CH2:25][CH2:24][C:23]2[CH:22]=[C:21]([O:26]C(=O)C(C)(C)C)[CH:20]=[CH:19][C:18]=2[CH2:17]1)=O.Cl[CH2:41][C:42]([N:44]1[CH2:49][CH2:48][O:47][CH2:46][CH2:45]1)=O. (3) Given the product [NH2:7][C:6]1[CH:23]=[CH:2][CH:3]=[CH:4][C:5]=1[C:2]1[CH:3]=[CH:4][C:5]2[S:9][C:8]([CH2:10][O:11][C:12]3[C:13]([F:22])=[C:14]([C:18]([F:21])=[CH:19][CH:20]=3)[C:15]([NH2:17])=[O:16])=[N:7][C:6]=2[CH:23]=1, predict the reactants needed to synthesize it. The reactants are: Br[C:2]1[CH:3]=[CH:4][C:5]2[S:9][C:8]([CH2:10][O:11][C:12]3[C:13]([F:22])=[C:14]([C:18]([F:21])=[CH:19][CH:20]=3)[C:15]([NH2:17])=[O:16])=[N:7][C:6]=2[CH:23]=1.O.C([O-])([O-])=O.[K+].[K+]. (4) Given the product [CH3:1][N:2]1[C@H:7]2[CH2:8][CH2:9][CH:3]1[C:4]([C:10]([OH:12])=[O:11])=[CH:5][CH2:6]2, predict the reactants needed to synthesize it. The reactants are: [CH3:1][N:2]1[C@H:7]2[CH2:8][CH2:9][CH:3]1[C:4]([C:10]([O:12]C)=[O:11])=[CH:5][CH2:6]2.[OH-].[K+]. (5) Given the product [CH2:19]([O:21][C:22](=[O:33])[CH2:23][CH2:24][C:25]1[CH:30]=[CH:29][C:28]([O:17][CH2:16][CH2:15][C@H:14]([CH:11]2[CH2:12][CH2:13][N:8]([C:5]3[N:6]=[CH:7][C:2]([Cl:1])=[CH:3][N:4]=3)[CH2:9][CH2:10]2)[CH3:18])=[CH:27][C:26]=1[CH3:32])[CH3:20], predict the reactants needed to synthesize it. The reactants are: [Cl:1][C:2]1[CH:3]=[N:4][C:5]([N:8]2[CH2:13][CH2:12][CH:11]([C@H:14]([CH3:18])[CH2:15][CH2:16][OH:17])[CH2:10][CH2:9]2)=[N:6][CH:7]=1.[CH2:19]([O:21][C:22](=[O:33])[CH2:23][CH2:24][C:25]1[CH:30]=[CH:29][C:28](O)=[CH:27][C:26]=1[CH3:32])[CH3:20]. (6) The reactants are: [CH3:1][O:2][C:3]([C:5]1[CH:15]=[C:14]([O:16]C2C=NC(C(=O)N(C)C)=CC=2)[C:8]2[CH2:9][C:10]([CH3:13])([CH3:12])[O:11][C:7]=2[CH:6]=1)=[O:4].Br[C:29]1[CH:36]=[CH:35][C:32]([C:33]#[N:34])=[C:31]([F:37])[CH:30]=1.COC(C1C=C(O)C2CC(C)(C)OC=2C=1)=O. Given the product [CH3:1][O:2][C:3]([C:5]1[CH:15]=[C:14]([O:16][C:29]2[CH:36]=[CH:35][C:32]([C:33]#[N:34])=[C:31]([F:37])[CH:30]=2)[C:8]2[CH2:9][C:10]([CH3:13])([CH3:12])[O:11][C:7]=2[CH:6]=1)=[O:4], predict the reactants needed to synthesize it. (7) Given the product [CH3:10][O:9][C:8]1[C:3]([O:2][CH3:1])=[CH:4][N:5]=[C:6]([N:11]2[C:20](=[O:21])[C:19]3[C:14](=[CH:15][C:16]([C:22]([NH:33][CH2:32][C:29]4[CH:30]=[CH:31][N:26]=[CH:27][CH:28]=4)=[O:23])=[CH:17][CH:18]=3)[NH:13][C:12]2=[S:25])[N:7]=1, predict the reactants needed to synthesize it. The reactants are: [CH3:1][O:2][C:3]1[CH:4]=[N:5][C:6]([N:11]2[C:20](=[O:21])[C:19]3[C:14](=[CH:15][C:16]([C:22](O)=[O:23])=[CH:17][CH:18]=3)[NH:13][C:12]2=[S:25])=[N:7][C:8]=1[O:9][CH3:10].[N:26]1[CH:31]=[CH:30][C:29]([CH2:32][NH2:33])=[CH:28][CH:27]=1.CCN(C(C)C)C(C)C.CN(C(ON1N=NC2C=CC=NC1=2)=[N+](C)C)C.F[P-](F)(F)(F)(F)F.